The task is: Predict which catalyst facilitates the given reaction.. This data is from Catalyst prediction with 721,799 reactions and 888 catalyst types from USPTO. (1) Reactant: [F:1][C:2]1[CH:3]=[C:4]([N+:9]([O-:11])=[O:10])[CH:5]=[CH:6][C:7]=1F.[NH:12]1[CH:16]=[CH:15][CH:14]=[N:13]1.C([O-])([O-])=O.[K+].[K+].O. Product: [F:1][C:2]1[CH:3]=[C:4]([N+:9]([O-:11])=[O:10])[CH:5]=[CH:6][C:7]=1[N:12]1[CH:16]=[CH:15][CH:14]=[N:13]1. The catalyst class is: 3. (2) Reactant: [CH3:1][O:2][C:3]1[CH:12]=[C:11]2[C:6]([C:7]([Cl:13])=[CH:8][CH:9]=[N:10]2)=[CH:5][C:4]=1[C:14](Cl)=[O:15].O.[NH3:18].O. Product: [CH3:1][O:2][C:3]1[CH:12]=[C:11]2[C:6]([C:7]([Cl:13])=[CH:8][CH:9]=[N:10]2)=[CH:5][C:4]=1[C:14]([NH2:18])=[O:15]. The catalyst class is: 7. (3) Reactant: [C:9](O[C:9]([O:11][C:12]([CH3:15])([CH3:14])[CH3:13])=[O:10])([O:11][C:12]([CH3:15])([CH3:14])[CH3:13])=[O:10].Cl.Cl.NCC[C:21]1[N:25]=[CH:24][NH:23][CH:22]=1.[CH2:26]([N:28](CC)CC)[CH3:27]. Product: [C:12]([O:11][C:9]([NH:28][CH2:26][CH2:27][C:24]1[NH:25][CH:21]=[CH:22][N:23]=1)=[O:10])([CH3:13])([CH3:14])[CH3:15]. The catalyst class is: 125. (4) Reactant: [O:1]=[C:2]([CH2:6][CH2:7][C:8]([OH:10])=[O:9])[C:3]([OH:5])=[O:4].[H-].[Na+].[Na].Br[C@@H:15]1[CH2:20][C@@H:19]([CH3:21])[CH2:18][CH2:17][C@@H:16]1[CH:22]([CH3:24])[CH3:23]. Product: [CH:22]([C@H:16]1[CH2:17][CH2:18][C@H:19]([CH3:21])[CH2:20][C@@H:15]1[O:4][C:3](=[O:5])[C:2](=[O:1])[CH2:6][CH2:7][C:8]([OH:10])=[O:9])([CH3:24])[CH3:23]. The catalyst class is: 1. (5) Reactant: [NH2:1][CH2:2][CH2:3][CH2:4][N:5]1[CH2:10][CH2:9][N:8]([CH2:11][CH2:12][CH2:13][NH2:14])[CH2:7][CH2:6]1.[N:15]1[C:24]2[C:19](=[CH:20][CH:21]=[CH:22][CH:23]=2)[CH:18]=[CH:17][C:16]=1[CH:25]=O.[BH4-].[Na+].O. Product: [N:15]1[C:24]2[C:19](=[CH:20][CH:21]=[CH:22][CH:23]=2)[CH:18]=[CH:17][C:16]=1[CH2:25][NH:14][CH2:13][CH2:12][CH2:11][N:8]1[CH2:7][CH2:6][N:5]([CH2:4][CH2:3][CH2:2][NH:1][CH2:25][C:16]2[CH:17]=[CH:18][C:19]3[C:24](=[CH:23][CH:22]=[CH:21][CH:20]=3)[N:15]=2)[CH2:10][CH2:9]1. The catalyst class is: 8. (6) Reactant: [F:1][C:2]1[CH:7]=[C:6]([S:8]([CH3:11])(=[O:10])=[O:9])[CH:5]=[CH:4][C:3]=1[NH:12][CH:13]1[CH2:18][CH2:17][CH2:16][N:15]([CH:19]2[CH2:24][CH2:23][NH:22][CH2:21][CH2:20]2)[C:14]1=[O:25].Cl[C:27]1[N:32]=[CH:31][C:30]([CH2:33][CH3:34])=[CH:29][N:28]=1.CCN(C(C)C)C(C)C. Product: [CH2:33]([C:30]1[CH:29]=[N:28][C:27]([N:22]2[CH2:21][CH2:20][CH:19]([N:15]3[CH2:16][CH2:17][CH2:18][CH:13]([NH:12][C:3]4[CH:4]=[CH:5][C:6]([S:8]([CH3:11])(=[O:10])=[O:9])=[CH:7][C:2]=4[F:1])[C:14]3=[O:25])[CH2:24][CH2:23]2)=[N:32][CH:31]=1)[CH3:34]. The catalyst class is: 3.